From a dataset of Full USPTO retrosynthesis dataset with 1.9M reactions from patents (1976-2016). Predict the reactants needed to synthesize the given product. Given the product [C:1]([O-:6])(=[O:5])[CH:2]([CH3:4])[OH:3].[Ca+2:17].[C:7]([O-:12])(=[O:11])[CH:8]([CH3:10])[OH:9].[C:13](=[O:14])([O-:16])[O-:15].[Ca+2:17], predict the reactants needed to synthesize it. The reactants are: [C:1]([OH:6])(=[O:5])[CH:2]([CH3:4])[OH:3].[C:7]([O-:12])(=[O:11])[CH:8]([CH3:10])[OH:9].[C:13](=[O:16])([O-:15])[O-:14].[Ca+2:17].